Task: Binary Classification. Given a miRNA mature sequence and a target amino acid sequence, predict their likelihood of interaction.. Dataset: Experimentally validated miRNA-target interactions with 360,000+ pairs, plus equal number of negative samples (1) The miRNA is mmu-miR-7234-5p with sequence UUGUUUUCUCCAAAGACGUUUCU. The protein sequence of the target gene is MACLGFLLPVGFLLLISTVAGGKYGVAHVVSENWSKDYCILFSSDYITLPRDLHHAPLLPLYDGTKAPWCPGEDSPHQAQLRSPSQRPLRQTTAMVMRGNCSFHTKGWLAQGQGAHGLLIVSRVSDQQCSDTTLAPQDPRQPLADLTIPVAMLHYADMLDILSHTRGEAVVRVAMYAPPEPIIDYNMLVIFILAVGTVAAGGYWAGLTEANRLQRRRARRGGGSGGHHQLQEAAAAEGAQKEDNEDIPVDFTPAMTGVVVTLSCSLMLLLYFFYDHFVYVTIGIFGLGAGIGLYSCLSPL.... Result: 0 (no interaction). (2) The miRNA is hsa-miR-324-3p with sequence CCCACUGCCCCAGGUGCUGCUGG. The protein sequence of the target gene is MKLLARALRLCEFGRQASSRRLVAGQGCVGPRRGCCAPVQVVGPRADLPPCGACITGRIMRPDDANVAGNVHGGTILKMIEEAGAIISTRHCNSQNGERCVAALARVERTDFLSPMCIGEVAHVSAEITYTSKHSVEVQVNVMSENILTGAKKLTNKATLWYVPLSLKNVDKVLEVPPVVYSRQEQEEEGRKRYEAQKLERMETKWRNGDIVQPVLNPEPNTVSYSQSSLIHLVGPSDCTLHGFVHGGVTMKLMDEVAGIVAARHCKTNIVTASVDAINFHDKIRKGCVITISGRMTFTS.... Result: 1 (interaction). (3) The miRNA is hsa-miR-125a-3p with sequence ACAGGUGAGGUUCUUGGGAGCC. The protein sequence of the target gene is MAQVLHVPAPFPGTPGQASPAAFPSKEPDPPYSVETPYGYRLDLDFLKYVDDIEKGHTLRRVAVQRRPRLGSLPRGPGSWWTSTESLCSDASGDSRHSAYSYCGRGFYPQYGALETRIGSNPRVERTLLDARRRLEDQAAAPSSGGLGSLTPSAAGSTSSLAGVGLLPPTPRSSGLSTPVAPSAGHLAHVREQMAGALRKLRQLEEQVKLIPVLQVKLSVLQEEKRQLTVQLKSQKFLGHPSGTRSRSELCLDLPEAPDDPAALETRSVGTWVRERDLGIPDGEAALVAKVAVLETQLKK.... Result: 0 (no interaction). (4) The miRNA is hsa-miR-4484 with sequence AAAAGGCGGGAGAAGCCCCA. The protein sequence of the target gene is MSTPSRFKKDKEIIAEYESQVKEIRAQLVEQQKCLEQQTEMRVQLLQDLQDFFRKKAEIETEYSRNLEKLAERFMAKTRSTKDHQQFKKDQNLLSPVNCWYLLLNQVRRESKDHATLSDIYLNNVIMRFMQISEDSTRMFKKSKEIAFQLHEDLMKVLNELYTVMKTYHMYHSESISAESKLKEAEKQEEKQIGRSGDPVFHIRLEERHQRRSSVKKIEKMKEKRQAKYSENKLKSIKARNEYLLTLEATNASVFKYYIHDLSDLIDCCDLGYHASLNRALRTYLSAEYNLETSRHEGLD.... Result: 0 (no interaction). (5) The miRNA is hsa-miR-6742-3p with sequence ACCUGGGUUGUCCCCUCUAG. The protein sequence of the target gene is MAAYKLVLIRHGESAWNLENRFSGWYDADLSPAGHEEAKRGGQALRDAGYEFDICFTSVQKRAIRTLWTVLDAIDQMWLPVVRTWRLNERHYGGLTGLNKAETAAKHGEAQVKIWRRSYDVPPPPMEPDHPFYSNISKDRRYADLTEDQLPSCESLKDTIARALPFWNEEIVPQIKEGKRVLIAAHGNSLRGIVKHLEGLSEEAIMELNLPTGIPIVYELDKNLKPIKPMQFLGDEETVRKAMEAVAAQGKAKK. Result: 1 (interaction).